This data is from Forward reaction prediction with 1.9M reactions from USPTO patents (1976-2016). The task is: Predict the product of the given reaction. (1) Given the reactants [C:1]([O:5][C:6]([N:8]1[CH2:11][CH:10]([C:12]2[CH:13]=[N:14][C:15](Cl)=[CH:16][CH:17]=2)[CH2:9]1)=[O:7])([CH3:4])([CH3:3])[CH3:2].[C:19](=[NH:32])([C:26]1[CH:31]=[CH:30][CH:29]=[CH:28][CH:27]=1)[C:20]1[CH:25]=[CH:24][CH:23]=[CH:22][CH:21]=1.CC1(C)C2C(=C(P(C3C=CC=CC=3)C3C=CC=CC=3)C=CC=2)OC2C(P(C3C=CC=CC=3)C3C=CC=CC=3)=CC=CC1=2.C(=O)([O-])[O-].[Cs+].[Cs+], predict the reaction product. The product is: [C:1]([O:5][C:6]([N:8]1[CH2:11][CH:10]([C:12]2[CH:13]=[N:14][C:15]([N:32]=[C:19]([C:20]3[CH:25]=[CH:24][CH:23]=[CH:22][CH:21]=3)[C:26]3[CH:31]=[CH:30][CH:29]=[CH:28][CH:27]=3)=[CH:16][CH:17]=2)[CH2:9]1)=[O:7])([CH3:4])([CH3:3])[CH3:2]. (2) Given the reactants [F:1][CH:2]([F:9])[C:3]([CH3:8])([CH3:7])C(O)=O.C1C=CC(P([N:24]=[N+]=[N-])(C2C=CC=CC=2)=O)=CC=1.[Cl:27][C:28]1[CH:29]=[C:30]([C:35]2[C:43]([C:44]([NH2:46])=[O:45])=[C:38]3[CH2:39][NH:40][CH2:41][CH2:42][N:37]3[N:36]=2)[CH:31]=[CH:32][C:33]=1[F:34].C1[CH2:51][O:50]CC1, predict the reaction product. The product is: [Cl:27][C:28]1[CH:29]=[C:30]([C:35]2[C:43]([C:44]([NH2:46])=[O:45])=[C:38]3[CH2:39][N:40]([C:51]([NH:24][C:3]([CH3:7])([CH3:8])[CH:2]([F:1])[F:9])=[O:50])[CH2:41][CH2:42][N:37]3[N:36]=2)[CH:31]=[CH:32][C:33]=1[F:34]. (3) Given the reactants [C:1](Cl)(=[O:4])[CH:2]=[CH2:3].[NH2:6][C:7]1[CH:12]=[CH:11][C:10]([CH2:13][C@H:14]([NH:19][C:20]([O:22][CH2:23][C:24]2[CH:29]=[CH:28][CH:27]=[CH:26][CH:25]=2)=O)[C:15]([O:17][CH3:18])=[O:16])=[CH:9][CH:8]=1.C(N(C(C)C)CC)(C)C, predict the reaction product. The product is: [C:1]([NH:6][C:7]1[CH:8]=[CH:9][C:10]([CH2:13][C@H:14]([NH:19][CH2:20][O:22][CH2:23][C:24]2[CH:25]=[CH:26][CH:27]=[CH:28][CH:29]=2)[C:15]([O:17][CH3:18])=[O:16])=[CH:11][CH:12]=1)(=[O:4])[CH:2]=[CH2:3]. (4) Given the reactants [I:1][C:2]1[C:3](=O)[NH:4][C:5]([S:12][CH3:13])=[N:6][C:7]=1[C:8]([F:11])([F:10])[F:9].P(Cl)(Cl)(Cl)(Cl)[Cl:16], predict the reaction product. The product is: [Cl:16][C:3]1[C:2]([I:1])=[C:7]([C:8]([F:11])([F:10])[F:9])[N:6]=[C:5]([S:12][CH3:13])[N:4]=1. (5) Given the reactants [CH3:1][C:2]1[CH:11]=[C:10]2[C:5]([CH:6]=[CH:7][N:8]=[C:9]2[NH2:12])=[CH:4][C:3]=1[O:13][CH:14]1[CH2:19][CH2:18][NH:17][CH2:16][CH2:15]1.[CH:20](=O)[C:21]1[CH:26]=[CH:25][CH:24]=[CH:23][CH:22]=1.C(O[BH-](OC(=O)C)OC(=O)C)(=O)C.[Na+].O, predict the reaction product. The product is: [CH2:20]([N:17]1[CH2:18][CH2:19][CH:14]([O:13][C:3]2[CH:4]=[C:5]3[C:10](=[CH:11][C:2]=2[CH3:1])[C:9]([NH2:12])=[N:8][CH:7]=[CH:6]3)[CH2:15][CH2:16]1)[C:21]1[CH:26]=[CH:25][CH:24]=[CH:23][CH:22]=1. (6) The product is: [CH3:1][C:2]1[CH:11]=[CH:10][C:9]2[C:4](=[CH:5][CH:6]=[CH:7][CH:8]=2)[C:3]=1[CH2:12][C:13]([OH:15])=[O:20]. Given the reactants [CH3:1][C:2]1[CH:11]=[CH:10][C:9]2[C:4](=[CH:5][CH:6]=[CH:7][CH:8]=2)[C:3]=1[CH2:12][C:13]#N.[OH:15]S(O)(=O)=O.[OH2:20], predict the reaction product. (7) Given the reactants [F:1][C:2]1[CH:14]=[CH:13][C:5]([C:6](=[O:12])[NH:7][CH2:8][C:9]([OH:11])=O)=[CH:4][CH:3]=1.Cl.[Cl:16][C:17]1[CH:22]=[CH:21][C:20]([CH:23]([NH2:34])[C:24]2[CH:29]=[CH:28][CH:27]=[C:26]([C:30]([F:33])([F:32])[F:31])[CH:25]=2)=[CH:19][CH:18]=1, predict the reaction product. The product is: [Cl:16][C:17]1[CH:22]=[CH:21][C:20]([CH:23]([NH:34][C:9]([CH2:8][NH:7][C:6](=[O:12])[C:5]2[CH:4]=[CH:3][C:2]([F:1])=[CH:14][CH:13]=2)=[O:11])[C:24]2[CH:29]=[CH:28][CH:27]=[C:26]([C:30]([F:32])([F:33])[F:31])[CH:25]=2)=[CH:19][CH:18]=1. (8) Given the reactants [CH3:1][O:2][CH2:3][C@@H:4]1[CH2:8][CH2:7][CH2:6][N:5]1[S:9]([C:12]1[CH:20]=[CH:19][C:18]2[N:17]3[CH2:21][CH2:22][CH2:23][N:24]=[C:16]3[C:15]3(OCCC[O:25]3)[C:14]=2[CH:13]=1)(=[O:11])=[O:10].OS(O)(=O)=O.[NH4+].[OH-], predict the reaction product. The product is: [CH3:1][O:2][CH2:3][C@@H:4]1[CH2:8][CH2:7][CH2:6][N:5]1[S:9]([C:12]1[CH:20]=[CH:19][C:18]2[N:17]3[CH2:21][CH2:22][CH2:23][N:24]=[C:16]3[C:15](=[O:25])[C:14]=2[CH:13]=1)(=[O:11])=[O:10].